Dataset: Full USPTO retrosynthesis dataset with 1.9M reactions from patents (1976-2016). Task: Predict the reactants needed to synthesize the given product. (1) Given the product [C:2]1([CH3:1])[CH:28]=[CH:27][C:5]([CH:6]=[O:7])=[CH:4][CH:3]=1, predict the reactants needed to synthesize it. The reactants are: [CH3:1][C:2]1[CH:28]=[CH:27][C:5]([C:6](C2C(NC(=O)C3C=CC=CC=3)=CC3CCCCC=3C=2)=[O:7])=[CH:4][CH:3]=1.[OH-].[Na+]. (2) Given the product [Cl:1][C:2]1[CH:11]=[C:10]2[C:5]([C:6]([N:12]([C:31](=[O:32])[CH2:22][CH2:21][N:23]([CH2:26][CH3:27])[CH2:24][CH3:25])[CH2:13][CH2:14][CH2:15][NH2:16])=[CH:7][CH:8]=[N:9]2)=[CH:4][CH:3]=1, predict the reactants needed to synthesize it. The reactants are: [Cl:1][C:2]1[CH:11]=[C:10]2[C:5]([C:6]([NH:12][CH2:13][CH2:14][CH2:15][NH2:16])=[CH:7][CH:8]=[N:9]2)=[CH:4][CH:3]=1.C(Cl)CCl.[CH2:21]([N:23]([CH2:26][CH3:27])[CH2:24][CH3:25])[CH3:22].CN([CH:31]=[O:32])C. (3) Given the product [CH:22]([NH:26][C:4](=[O:7])[CH:3]([O:8][C:9]1[CH:16]=[CH:15][C:12]([C:13]#[N:14])=[C:11]([C:17]([F:19])([F:18])[F:20])[CH:10]=1)[C:2]([CH3:21])([CH3:1])[CH2:6][OH:5])([CH2:24][CH3:25])[CH3:23], predict the reactants needed to synthesize it. The reactants are: [CH3:1][C:2]1([CH3:21])[CH2:6][O:5][C:4](=[O:7])[CH:3]1[O:8][C:9]1[CH:16]=[CH:15][C:12]([C:13]#[N:14])=[C:11]([C:17]([F:20])([F:19])[F:18])[CH:10]=1.[C@@H:22]([NH2:26])([CH2:24][CH3:25])[CH3:23]. (4) Given the product [CH2:1]([O:3][C:4]([CH:6]1[C:15]2[C:10](=[CH:11][C:12]([C:39]#[C:38][Si:35]([CH3:37])([CH3:36])[CH3:34])=[C:13]([CH3:16])[CH:14]=2)[C:9]([CH3:26])([CH3:25])[CH2:8][CH2:7]1)=[O:5])[CH3:2], predict the reactants needed to synthesize it. The reactants are: [CH2:1]([O:3][C:4]([CH:6]1[C:15]2[C:10](=[CH:11][C:12](OS(C(F)(F)F)(=O)=O)=[C:13]([CH3:16])[CH:14]=2)[C:9]([CH3:26])([CH3:25])[CH2:8][CH2:7]1)=[O:5])[CH3:2].C(N(CC)CC)C.[CH3:34][Si:35]([C:38]#[CH:39])([CH3:37])[CH3:36].C(OCC)(=O)C.